This data is from Catalyst prediction with 721,799 reactions and 888 catalyst types from USPTO. The task is: Predict which catalyst facilitates the given reaction. (1) Reactant: [CH3:1][C:2]1[N:14]2[C:5]3([C:10](=[CH:11][CH:12]=[CH:13]2)[CH:9]=NC=C3)[NH:4][C:3]=1[C:15]([O:17]C)=O.CC(C[AlH]C[CH:25]([CH3:27])C)C.[Cl-].[NH4+:29].C(=O)(O)[O-].[Na+]. Product: [CH3:1][C:2]1[N:14]2[C:5]([C:10]3[CH:9]=[CH:27][CH:25]=[N:29][C:11]=3[CH:12]=[CH:13]2)=[N:4][C:3]=1[CH2:15][OH:17]. The catalyst class is: 2. (2) Reactant: [C:1]([C:3]1[CH:18]=[CH:17][C:6]([C:7]([NH:9][CH:10]2[CH2:16][CH2:15][CH2:14][CH2:13][CH2:12][CH2:11]2)=[O:8])=[C:5]([CH3:19])[CH:4]=1)#[N:2].C(O)C.O.[H][H]. Product: [NH2:2][CH2:1][C:3]1[CH:18]=[CH:17][C:6]([C:7]([NH:9][CH:10]2[CH2:16][CH2:15][CH2:14][CH2:13][CH2:12][CH2:11]2)=[O:8])=[C:5]([CH3:19])[CH:4]=1. The catalyst class is: 331. (3) The catalyst class is: 17. Product: [C:36]([NH:1][C:2]1[S:3][C:4]2[C:9]([N:10]=1)=[CH:8][CH:7]=[C:6]([O:11][C:12]1[CH:13]=[C:14]([NH:19][C:20](=[O:31])[C:21]3[CH:26]=[CH:25][CH:24]=[C:23]([C:27]([F:30])([F:29])[F:28])[CH:22]=3)[CH:15]=[CH:16][C:17]=1[CH3:18])[N:5]=2)(=[O:35])[CH2:37][OH:38]. Reactant: [NH2:1][C:2]1[S:3][C:4]2[C:9]([N:10]=1)=[CH:8][CH:7]=[C:6]([O:11][C:12]1[CH:13]=[C:14]([NH:19][C:20](=[O:31])[C:21]3[CH:26]=[CH:25][CH:24]=[C:23]([C:27]([F:30])([F:29])[F:28])[CH:22]=3)[CH:15]=[CH:16][C:17]=1[CH3:18])[N:5]=2.C([O:35][CH2:36][C:37](Cl)=[O:38])(=O)C. (4) Reactant: [NH2:1][CH2:2][CH2:3][CH2:4][C@@H:5]([CH2:9][C:10]1[N:11]=[CH:12][N:13]2[C:22]3[C:17](=[CH:18][CH:19]=[CH:20][CH:21]=3)[CH2:16][CH2:15][C:14]=12)[C:6]([OH:8])=[O:7].[CH3:23][CH:24]([CH3:43])[C:25]([O:27][CH:28]([O:30][C:31](OC1C=CC([N+]([O-])=O)=CC=1)=[O:32])[CH3:29])=[O:26]. The catalyst class is: 391. Product: [CH:12]1[N:13]2[C:22]3[C:17]([CH2:16][CH2:15][C:14]2=[C:10]([CH2:9][C@H:5]([CH2:4][CH2:3][CH2:2][NH:1][C:31]([O:30][CH:28]([O:27][C:25](=[O:26])[CH:24]([CH3:43])[CH3:23])[CH3:29])=[O:32])[C:6]([OH:8])=[O:7])[N:11]=1)=[CH:18][CH:19]=[CH:20][CH:21]=3.